From a dataset of Reaction yield outcomes from USPTO patents with 853,638 reactions. Predict the reaction yield, written as a fraction of the theoretical maximum amount of product (1.0 means a 100% yield; for example, 0.34 means a 34% yield). (1) The reactants are N[C:2]1[N:7]=[C:6]2[N:8]([CH2:20][CH3:21])[C:9]([C:11]([N:13]([CH:17]3[CH2:19][CH2:18]3)[CH:14]3[CH2:16][CH2:15]3)=[O:12])=[CH:10][C:5]2=[C:4]2[N:22]([CH3:25])[CH:23]=[N:24][C:3]=12.[Br:26]CBr.[N+]([O-])(OCCC(C)C)=O. The catalyst is C(OCC)(=O)C. The product is [Br:26][C:2]1[N:7]=[C:6]2[N:8]([CH2:20][CH3:21])[C:9]([C:11]([N:13]([CH:17]3[CH2:19][CH2:18]3)[CH:14]3[CH2:16][CH2:15]3)=[O:12])=[CH:10][C:5]2=[C:4]2[N:22]([CH3:25])[CH:23]=[N:24][C:3]=12. The yield is 0.980. (2) The reactants are Br.[C:2]([OH:5])(=O)[CH3:3].[CH3:6][O:7][C:8]1[CH:9]=[C:10]2[C:15](=[C:16]3[CH2:20][C:19]([CH3:22])([CH3:21])[O:18][C:17]=13)[C:14]([C:23]1[CH:28]=[CH:27][N+:26]([O-])=[CH:25][CH:24]=1)=[N:13][C:12]([CH3:31])([CH3:30])[CH2:11]2.Cl[C:33]1[CH:38]=[CH:37]C=C[N:34]=1.N. The catalyst is C1(C)C(C)=CC=CC=1.CC(OCC1C2C(=CC=CC=2)C(COC(C)=O)=C2C=1C=CC=C2)=O. The product is [CH3:6][O:7][C:8]1[CH:9]=[C:10]2[C:15](=[C:16]3[CH2:20][C:19]([CH3:22])([CH3:21])[O:18][C:17]=13)[C:14]([C:23]1[CH:28]=[CH:27][N:26]=[C:25]([N:34]3[CH:33]=[CH:38][CH:37]=[CH:3][C:2]3=[O:5])[CH:24]=1)=[N:13][C:12]([CH3:31])([CH3:30])[CH2:11]2. The yield is 0.250. (3) The reactants are CO[C:3]1[CH:8]=[CH:7][C:6]([C@@H:9]([N:11]([CH2:22][C:23]2[N:24]=[C:25]3[CH:30]=[CH:29][CH:28]=[C:27]([N:31]4[CH2:36][CH2:35][N:34]([CH3:37])[CH2:33][CH2:32]4)[N:26]3[CH:38]=2)[C@@H:12]2[C:21]3[N:20]=[CH:19][CH:18]=[CH:17][C:16]=3[CH2:15][CH2:14][CH2:13]2)C)=[CH:5][CH:4]=1.[C:39]1(C)C(C=O)=CC=CC=1. No catalyst specified. The product is [CH3:39][C:5]1[CH:4]=[CH:3][CH:8]=[CH:7][C:6]=1[CH2:9][N:11]([CH2:22][C:23]1[N:24]=[C:25]2[CH:30]=[CH:29][CH:28]=[C:27]([N:31]3[CH2:36][CH2:35][N:34]([CH3:37])[CH2:33][CH2:32]3)[N:26]2[CH:38]=1)[C@@H:12]1[C:21]2[N:20]=[CH:19][CH:18]=[CH:17][C:16]=2[CH2:15][CH2:14][CH2:13]1. The yield is 0.710. (4) The reactants are Cl[C:2]1[CH:11]=[CH:10][C:9]2[C:4](=[CH:5][CH:6]=[C:7]([F:12])[CH:8]=2)[N:3]=1.[CH2:13]([O:15][C:16]1[CH:17]=[C:18]([CH:27]=[CH:28][C:29]=1[O:30][CH3:31])[CH2:19][N:20]1[CH2:25][CH2:24][CH:23]([NH2:26])[CH2:22][CH2:21]1)[CH3:14]. The catalyst is CC(N(C)C)=O. The product is [CH2:13]([O:15][C:16]1[CH:17]=[C:18]([CH:27]=[CH:28][C:29]=1[O:30][CH3:31])[CH2:19][N:20]1[CH2:21][CH2:22][CH:23]([NH:26][C:2]2[CH:11]=[CH:10][C:9]3[C:4](=[CH:5][CH:6]=[C:7]([F:12])[CH:8]=3)[N:3]=2)[CH2:24][CH2:25]1)[CH3:14]. The yield is 0.0400. (5) The reactants are O[CH:2]([C:37]1[CH:38]=[N:39][C:40]([C:43]([F:46])([F:45])[F:44])=[CH:41][CH:42]=1)[C:3]1[C:12]2[C:11](=[O:13])[N:10]([CH2:14][CH2:15][CH2:16][O:17][CH:18]3CCCC[O:19]3)[C:9](=[O:24])[N:8]([CH3:25])[C:7]=2[N:6]=[CH:5][C:4]=1[O:26][C:27]1[CH:32]=[CH:31][CH:30]=[C:29]([C:33]([F:36])([F:35])[F:34])[CH:28]=1. The catalyst is C(O)=O.[Zn]. The product is [CH:18]([O:17][CH2:16][CH2:15][CH2:14][N:10]1[C:11](=[O:13])[C:12]2[C:3]([CH2:2][C:37]3[CH:38]=[N:39][C:40]([C:43]([F:46])([F:44])[F:45])=[CH:41][CH:42]=3)=[C:4]([O:26][C:27]3[CH:32]=[CH:31][CH:30]=[C:29]([C:33]([F:35])([F:34])[F:36])[CH:28]=3)[CH:5]=[N:6][C:7]=2[N:8]([CH3:25])[C:9]1=[O:24])=[O:19]. The yield is 0.524. (6) The product is [C:1]([O:5][C:6](=[O:26])[NH:7][C:8]1[S:9][C:10]2[CH:16]=[C:15]([CH:17]([OH:24])[C:18]3[N:19]([CH3:23])[N:20]=[CH:21][CH:22]=3)[CH:14]=[C:13]([C:30]3[CH:35]=[CH:34][C:33]4[O:50][CH2:49][O:51][C:32]=4[CH:31]=3)[C:11]=2[N:12]=1)([CH3:4])([CH3:3])[CH3:2]. The catalyst is O1CCOCC1.CC([O-])=O.CC([O-])=O.[Pd+2]. The yield is 1.15. The reactants are [C:1]([O:5][C:6](=[O:26])[NH:7][C:8]1[S:9][C:10]2[CH:16]=[C:15]([CH:17]([OH:24])[C:18]3[N:19]([CH3:23])[N:20]=[CH:21][CH:22]=3)[CH:14]=[C:13](Br)[C:11]=2[N:12]=1)([CH3:4])([CH3:3])[CH3:2].B(O)O.[CH:30]1[CH:35]=[CH:34][C:33](P([C:30]2[CH:35]=[CH:34][CH:33]=[CH:32][CH:31]=2)[C:30]2[CH:35]=[CH:34][CH:33]=[CH:32][CH:31]=2)=[CH:32][CH:31]=1.[C:49]([O-])([O-:51])=[O:50].[Na+].[Na+].